From a dataset of Forward reaction prediction with 1.9M reactions from USPTO patents (1976-2016). Predict the product of the given reaction. (1) The product is: [N+:31]([C:34]1[CH:35]=[CH:36][C:37]([C@@H:40]([NH:42][C:28]([C:24]2[CH:23]=[C:22]3[C:27](=[CH:26][CH:25]=2)[N:19]([CH2:18][C:13]2[CH:14]=[CH:15][CH:16]=[CH:17][C:12]=2[C:9]2[CH:8]=[CH:7][C:6]([C:4]([O:3][CH2:1][CH3:2])=[O:5])=[CH:11][CH:10]=2)[CH:20]=[CH:21]3)=[O:30])[CH3:41])=[CH:38][CH:39]=1)([O-:33])=[O:32]. Given the reactants [CH2:1]([O:3][C:4]([C:6]1[CH:11]=[CH:10][C:9]([C:12]2[CH:17]=[CH:16][CH:15]=[CH:14][C:13]=2[CH2:18][N:19]2[C:27]3[C:22](=[CH:23][C:24]([C:28]([OH:30])=O)=[CH:25][CH:26]=3)[CH:21]=[CH:20]2)=[CH:8][CH:7]=1)=[O:5])[CH3:2].[N+:31]([C:34]1[CH:39]=[CH:38][C:37]([C@@H:40]([NH2:42])[CH3:41])=[CH:36][CH:35]=1)([O-:33])=[O:32], predict the reaction product. (2) The product is: [N+:11]([C:14]1[CH:19]=[CH:18][C:17]([O:20][CH2:2][CH2:3][CH2:4][N:5]2[CH2:10][CH2:9][CH2:8][CH2:7][CH2:6]2)=[CH:16][CH:15]=1)([O-:13])=[O:12]. Given the reactants Cl[CH2:2][CH2:3][CH2:4][N:5]1[CH2:10][CH2:9][CH2:8][CH2:7][CH2:6]1.[N+:11]([C:14]1[CH:19]=[CH:18][C:17]([OH:20])=[CH:16][CH:15]=1)([O-:13])=[O:12].C(=O)([O-])[O-].[K+].[K+], predict the reaction product. (3) Given the reactants [OH:1][C:2]1[CH:3]=[C:4]([CH:7]=[CH:8][C:9]=1[O:10][CH3:11])[CH:5]=[O:6].I[C:13]1[CH:18]=[CH:17][CH:16]=[C:15]([Cl:19])[CH:14]=1.C([O-])([O-])=O.[Cs+].[Cs+].CN(C)CC(O)=O.Cl, predict the reaction product. The product is: [Cl:19][C:15]1[CH:14]=[C:13]([CH:18]=[CH:17][CH:16]=1)[O:1][C:2]1[CH:3]=[C:4]([CH:7]=[CH:8][C:9]=1[O:10][CH3:11])[CH:5]=[O:6]. (4) Given the reactants Br[C:2]1[CH:7]=[C:6]([C:8]([F:11])([F:10])[F:9])[C:5]2[CH2:12][O:13][C@@H:14]3[C@H:18]([C:4]=2[CH:3]=1)[CH2:17][N:16]([C:19]([O:21][C:22]([CH3:25])([CH3:24])[CH3:23])=[O:20])[CH2:15]3.[CH3:26]B1OB(C)OB(C)O1.C(=O)([O-])[O-].[K+].[K+].O, predict the reaction product. The product is: [CH3:26][C:2]1[CH:7]=[C:6]([C:8]([F:9])([F:10])[F:11])[C:5]2[CH2:12][O:13][C@@H:14]3[C@H:18]([C:4]=2[CH:3]=1)[CH2:17][N:16]([C:19]([O:21][C:22]([CH3:24])([CH3:23])[CH3:25])=[O:20])[CH2:15]3. (5) The product is: [C:30]([O:34][CH:35]([C:39]1[C:48]([CH3:49])=[C:47]([CH2:50][CH2:51][CH2:52][N:53]([CH3:54])[CH3:55])[C:46]2[C:41](=[CH:42][CH:43]=[CH:44][CH:45]=2)[C:40]=1[C:56]1[CH:57]=[CH:58][C:59]([Cl:62])=[CH:60][CH:61]=1)[C:36]([OH:38])=[O:37])([CH3:33])([CH3:31])[CH3:32]. Given the reactants C(OC(C1C(C)=C(CC)C2C(=CC=CC=2)C=1C1C=CC(Cl)=CC=1)C(O)=O)(C)(C)C.[C:30]([O:34][CH:35]([C:39]1[C:48]([CH3:49])=[C:47]([C:50]#[C:51][CH2:52][N:53]([CH3:55])[CH3:54])[C:46]2[C:41](=[CH:42][CH:43]=[CH:44][CH:45]=2)[C:40]=1[C:56]1[CH:61]=[CH:60][C:59]([Cl:62])=[CH:58][CH:57]=1)[C:36]([OH:38])=[O:37])([CH3:33])([CH3:32])[CH3:31], predict the reaction product. (6) Given the reactants [Li][CH2:2][CH2:3][CH2:4][CH3:5].[CH3:6][CH2:7][CH2:8][CH2:9][CH2:10][CH3:11].[CH2:12]([BH:18]Cl)[CH2:13][CH2:14][CH2:15][CH2:16][CH3:17], predict the reaction product. The product is: [CH2:6]([B:18]([CH2:12][CH2:13][CH2:14][CH2:15][CH2:16][CH3:17])[CH:3]1[CH2:2][C:4]1=[CH2:5])[CH2:7][CH2:8][CH2:9][CH2:10][CH3:11]. (7) Given the reactants [NH2:1][C:2]1[C:15]2[C:6](=[CH:7][C:8]3[C:9]4[C:14]=2[C:13](=[O:16])[N:12]([CH2:17][CH2:18][N:19]([CH3:21])[CH3:20])[C:11](=[O:22])[C:10]=4[CH:23]=[CH:24][CH:25]=3)[CH:5]=[CH:4][CH:3]=1.[CH:26]([C:29]1[CH:34]=[CH:33][C:32]([N:35]=[C:36]=[S:37])=[CH:31][CH:30]=1)([CH3:28])[CH3:27], predict the reaction product. The product is: [CH3:21][N:19]([CH3:20])[CH2:18][CH2:17][N:12]1[C:11](=[O:22])[C:10]2[CH:23]=[CH:24][CH:25]=[C:8]3[C:9]=2[C:14](=[C:15]2[C:2]([NH:1][C:36]([NH:35][C:32]4[CH:33]=[CH:34][C:29]([CH:26]([CH3:28])[CH3:27])=[CH:30][CH:31]=4)=[S:37])=[CH:3][CH:4]=[CH:5][C:6]2=[CH:7]3)[C:13]1=[O:16].